This data is from Forward reaction prediction with 1.9M reactions from USPTO patents (1976-2016). The task is: Predict the product of the given reaction. (1) The product is: [F:54][C:37]1[CH:38]=[C:39]([N:42]2[CH2:46][C@H:45]([CH2:47][N:48]3[CH:52]=[CH:51][N:50]=[N:49]3)[O:44][C:43]2=[O:53])[CH:40]=[CH:41][C:36]=1[C:33]1[CH:32]=[CH:31][C:30]([C:27]2[CH2:26][C@@H:25]([CH2:24][NH:23][C:8](=[O:10])[CH2:7][N:6]([CH3:11])[CH2:2][C:3]([OH:5])=[O:4])[O:29][N:28]=2)=[N:35][CH:34]=1. Given the reactants C[CH:2]([NH:6][CH2:7][C:8]([OH:10])=O)[C:3]([OH:5])=[O:4].[CH3:11]N(C)CCCN=C=NCC.Cl.[NH2:23][CH2:24][C@H:25]1[O:29][N:28]=[C:27]([C:30]2[N:35]=[CH:34][C:33]([C:36]3[CH:41]=[CH:40][C:39]([N:42]4[CH2:46][C@H:45]([CH2:47][N:48]5[CH:52]=[CH:51][N:50]=[N:49]5)[O:44][C:43]4=[O:53])=[CH:38][C:37]=3[F:54])=[CH:32][CH:31]=2)[CH2:26]1.C(N(C(C)C)CC)(C)C.CC(CC(O)=O)=O, predict the reaction product. (2) Given the reactants [F:1][C:2]1[C:9]([I:10])=[C:8]([CH3:11])[CH:7]=[CH:6][C:3]=1[CH:4]=O.Cl.[NH2:13][OH:14].O, predict the reaction product. The product is: [F:1][C:2]1[C:9]([I:10])=[C:8]([CH3:11])[CH:7]=[CH:6][C:3]=1[CH:4]=[N:13][OH:14]. (3) The product is: [C:18]([C:8]1[C@@H:9]([C:10]2[CH:15]=[CH:14][C:13]([C:16]#[N:17])=[CH:12][CH:11]=2)[N:4]2[N:3]=[C:2]([S:36]([Cl:39])(=[O:38])=[O:37])[N:31]=[C:5]2[N:6]([C:21]2[CH:26]=[CH:25][CH:24]=[C:23]([C:27]([F:30])([F:29])[F:28])[CH:22]=2)[C:7]=1[CH3:20])#[N:19]. Given the reactants N[C:2]1[N:31]=[C:5]2[N:6]([C:21]3[CH:26]=[CH:25][CH:24]=[C:23]([C:27]([F:30])([F:29])[F:28])[CH:22]=3)[C:7]([CH3:20])=[C:8]([C:18]#[N:19])[C@@H:9]([C:10]3[CH:15]=[CH:14][C:13]([C:16]#[N:17])=[CH:12][CH:11]=3)[N:4]2[N:3]=1.N([O-])=O.[Na+].[S:36](=[O:38])=[O:37].[ClH:39], predict the reaction product. (4) Given the reactants CO[C:3]([C:5]1[CH:6]=[C:7]2[C:11](=[C:12]([CH3:14])[CH:13]=1)[NH:10][N:9]=[CH:8]2)=[O:4].[CH2:15](Cl)[CH:16]([CH3:18])[CH3:17], predict the reaction product. The product is: [CH2:15]([N:9]1[CH:8]=[C:7]2[C:11]([C:12]([CH3:14])=[CH:13][C:5]([CH2:3][OH:4])=[CH:6]2)=[N:10]1)[CH:16]([CH3:18])[CH3:17]. (5) Given the reactants [Br:1][C:2]1[C:3]([OH:17])=[C:4]2[C:9](=[CH:10][CH:11]=1)[N:8]([C:12]([O:14][CH3:15])=[O:13])[C@@H:7]([CH3:16])[CH2:6][CH2:5]2.Br[CH2:19][CH2:20][CH3:21].CC(C)([O-])C.[K+].O, predict the reaction product. The product is: [Br:1][C:2]1[C:3]([O:17][CH2:19][CH2:20][CH3:21])=[C:4]2[C:9](=[CH:10][CH:11]=1)[N:8]([C:12]([O:14][CH3:15])=[O:13])[C@@H:7]([CH3:16])[CH2:6][CH2:5]2. (6) The product is: [Cl:1][C:2]1[CH:7]=[CH:6][C:5]([CH2:8][CH:9]([C:17]2[CH:22]=[CH:21][CH:20]=[C:19]([C:23]#[N:24])[CH:18]=2)[CH:10]([N:25]=[N+:26]=[N-:27])[CH3:11])=[CH:4][CH:3]=1. Given the reactants [Cl:1][C:2]1[CH:7]=[CH:6][C:5]([CH2:8][CH:9]([C:17]2[CH:22]=[CH:21][CH:20]=[C:19]([C:23]#[N:24])[CH:18]=2)[CH:10](OS(C)(=O)=O)[CH3:11])=[CH:4][CH:3]=1.[N-:25]=[N+:26]=[N-:27].[Na+], predict the reaction product. (7) Given the reactants C(OC(=O)[N:7]([C:28]1[CH:33]=[CH:32][C:31]([N:34]2[CH2:39][CH2:38][O:37][CH2:36][CH2:35]2)=[CH:30][CH:29]=1)[C:8]1[C:9]2[N:10]([N:25]=[CH:26][N:27]=2)[C:11]([C:14]2[CH:15]=[C:16]3[C:21](=[CH:22][CH:23]=2)[C:20](=[O:24])[NH:19][CH2:18][CH2:17]3)=[CH:12][N:13]=1)(C)(C)C.C(O)(C(F)(F)F)=O, predict the reaction product. The product is: [N:34]1([C:31]2[CH:30]=[CH:29][C:28]([NH:7][C:8]3[C:9]4[N:10]([N:25]=[CH:26][N:27]=4)[C:11]([C:14]4[CH:15]=[C:16]5[C:21](=[CH:22][CH:23]=4)[C:20](=[O:24])[NH:19][CH2:18][CH2:17]5)=[CH:12][N:13]=3)=[CH:33][CH:32]=2)[CH2:39][CH2:38][O:37][CH2:36][CH2:35]1.